From a dataset of Reaction yield outcomes from USPTO patents with 853,638 reactions. Predict the reaction yield, written as a fraction of the theoretical maximum amount of product (1.0 means a 100% yield; for example, 0.34 means a 34% yield). (1) The reactants are CCC[CH2:4][CH2:5][CH3:6].C[Si](C#C)(C)C.[Li+].CCC[CH2-].[CH:18]([SiH:21](Cl)[CH:22]([CH3:24])[CH3:23])(C)[CH3:19]. The catalyst is O.O1CCCC1. The product is [CH:22]([SiH:21]([C:18]#[CH:19])[CH:5]([CH3:4])[CH3:6])([CH3:24])[CH3:23]. The yield is 0.540. (2) The reactants are Br[C:2]1[CH:3]=[N:4][N:5]([CH3:16])[C:6]=1[C:7]1[CH:8]=[C:9]([C:12]([O:14][CH3:15])=[O:13])[S:10][CH:11]=1.[CH3:17]B1OB(C)OB(C)O1.C([O-])([O-])=O.[K+].[K+]. The catalyst is CN(C)C=O.C1C=CC(P(C2C=CC=CC=2)[C-]2C=CC=C2)=CC=1.C1C=CC(P(C2C=CC=CC=2)[C-]2C=CC=C2)=CC=1.Cl[Pd]Cl.[Fe+2]. The product is [CH3:16][N:5]1[C:6]([C:7]2[CH:8]=[C:9]([C:12]([O:14][CH3:15])=[O:13])[S:10][CH:11]=2)=[C:2]([CH3:17])[CH:3]=[N:4]1. The yield is 0.760. (3) The reactants are CO[C:3](=[O:13])[C:4]1[C:9]([I:10])=[CH:8][CH:7]=[CH:6][C:5]=1[CH2:11]Br.[CH3:14][O:15][C:16]1[CH:30]=[CH:29][CH:28]=[CH:27][C:17]=1[O:18][C:19]1[CH:20]=[C:21]([CH:24]=[CH:25][CH:26]=1)[CH2:22][NH2:23].C([O-])([O-])=O.[K+].[K+].C(OCC)(=O)C. The product is [I:10][C:9]1[CH:8]=[CH:7][CH:6]=[C:5]2[C:4]=1[C:3](=[O:13])[N:23]([CH2:22][C:21]1[CH:24]=[CH:25][CH:26]=[C:19]([O:18][C:17]3[CH:27]=[CH:28][CH:29]=[CH:30][C:16]=3[O:15][CH3:14])[CH:20]=1)[CH2:11]2. The yield is 0.240. The catalyst is C1(C)C=CC=CC=1.CCCCCC.